Dataset: Forward reaction prediction with 1.9M reactions from USPTO patents (1976-2016). Task: Predict the product of the given reaction. (1) The product is: [CH2:3]([O:7][C:9]1[CH:14]=[C:13]([O:15][CH2:16][C:17]#[CH:18])[N:12]=[CH:11][N:10]=1)[C:4]#[C:5][CH3:6]. Given the reactants [H-].[Na+].[CH2:3]([OH:7])[C:4]#[C:5][CH3:6].Cl[C:9]1[CH:14]=[C:13]([O:15][CH2:16][C:17]#[CH:18])[N:12]=[CH:11][N:10]=1.[Cl-].[NH4+], predict the reaction product. (2) Given the reactants C([O:4][CH:5]1[CH:10]([N:11]([CH3:13])[CH3:12])[CH2:9][CH:8]([CH3:14])[O:7][CH:6]1[O:15][CH2:16][CH2:17][C:18]#[C:19][CH2:20][CH2:21][CH2:22][CH2:23][CH2:24][CH3:25])(=O)C.C([O-])([O-])=O.[K+].[K+], predict the reaction product. The product is: [CH2:16]([O:15][CH:6]1[CH:5]([OH:4])[CH:10]([N:11]([CH3:13])[CH3:12])[CH2:9][CH:8]([CH3:14])[O:7]1)[CH2:17][C:18]#[C:19][CH2:20][CH2:21][CH2:22][CH2:23][CH2:24][CH3:25]. (3) Given the reactants Cl.Cl.[CH2:3]([O:5][CH2:6][C@:7]1([C:13]([N:15]2[CH2:20][CH2:19][N:18]([C:21]3[CH:26]=[C:25]([C:27]([F:30])([F:29])[F:28])[CH:24]=[CH:23][N:22]=3)[CH2:17][CH2:16]2)=[O:14])[CH2:11][CH2:10][C@@H:9]([NH2:12])[CH2:8]1)[CH3:4].[CH3:31][CH:32]1[C:37](=O)[CH2:36][CH2:35][O:34][CH2:33]1.C(N(CC)CC)C.C(O[BH-](OC(=O)C)OC(=O)C)(=O)C.[Na+], predict the reaction product. The product is: [CH2:3]([O:5][CH2:6][C@:7]1([C:13]([N:15]2[CH2:16][CH2:17][N:18]([C:21]3[CH:26]=[C:25]([C:27]([F:30])([F:29])[F:28])[CH:24]=[CH:23][N:22]=3)[CH2:19][CH2:20]2)=[O:14])[CH2:11][CH2:10][C@@H:9]([NH:12][C@@H:37]2[CH2:36][CH2:35][O:34][CH2:33][CH:32]2[CH3:31])[CH2:8]1)[CH3:4]. (4) Given the reactants [CH3:1][C:2]1[CH:3]=[C:4]([N+:11]([O-:13])=[O:12])[CH:5]=[C:6]2[C:10]=1[NH:9][CH:8]=[CH:7]2.O[CH2:15][C:16]1[CH:21]=[CH:20][C:19]([CH:22]2[CH2:27][CH2:26][N:25]([C:28]([O:30][C:31]([CH3:34])([CH3:33])[CH3:32])=[O:29])[CH2:24][CH2:23]2)=[CH:18][N:17]=1, predict the reaction product. The product is: [CH3:1][C:2]1[CH:3]=[C:4]([N+:11]([O-:13])=[O:12])[CH:5]=[C:6]2[C:10]=1[N:9]([CH2:15][C:16]1[CH:21]=[CH:20][C:19]([CH:22]3[CH2:23][CH2:24][N:25]([C:28]([O:30][C:31]([CH3:34])([CH3:33])[CH3:32])=[O:29])[CH2:26][CH2:27]3)=[CH:18][N:17]=1)[CH:8]=[CH:7]2. (5) Given the reactants [OH:1][C:2]1[CH:7]=[CH:6][C:5]([CH2:8][CH2:9][C:10]([OH:12])=O)=[CH:4][CH:3]=1.C(O)(=O)/C=C/C1C=CC(O)C=C1.C(N(CC)CC)C.[NH2:32][CH2:33][CH2:34][C:35]1[CH:40]=[CH:39][C:38]([OH:41])=[CH:37][CH:36]=1, predict the reaction product. The product is: [C:10]([NH:32][CH2:33][CH2:34][C:35]1[CH:40]=[CH:39][C:38]([OH:41])=[CH:37][CH:36]=1)(=[O:12])/[CH:9]=[CH:8]/[CH:5]1[CH:4]=[CH:3][C:2]([OH:1])=[CH:7][CH2:6]1.